This data is from Catalyst prediction with 721,799 reactions and 888 catalyst types from USPTO. The task is: Predict which catalyst facilitates the given reaction. (1) Reactant: [C:1]([C:5]1[C:6]([S:15]C#N)=[CH:7][C:8]2[S:12][C:11]([NH2:13])=[N:10][C:9]=2[CH:14]=1)([CH3:4])([CH3:3])[CH3:2].SC[C@H]([C@@H](CS)O)O.P([O-])([O-])([O-])=O. Product: [NH2:13][C:11]1[S:12][C:8]2[CH:7]=[C:6]([SH:15])[C:5]([C:1]([CH3:4])([CH3:3])[CH3:2])=[CH:14][C:9]=2[N:10]=1. The catalyst class is: 14. (2) Reactant: [Cl:1][C:2]1[N:3]=[C:4](Cl)[C:5]2[CH2:10][CH2:9][CH:8]([C:11]3[CH:16]=[CH:15][CH:14]=[CH:13][CH:12]=3)[C:6]=2[N:7]=1.[CH:18]1([NH2:21])[CH2:20][CH2:19]1.O. Product: [Cl:1][C:2]1[N:3]=[C:4]([NH:21][CH:18]2[CH2:20][CH2:19]2)[C:5]2[CH2:10][CH2:9][CH:8]([C:11]3[CH:16]=[CH:15][CH:14]=[CH:13][CH:12]=3)[C:6]=2[N:7]=1. The catalyst class is: 37. (3) Reactant: [CH3:1][N:2]1[CH2:7][CH2:6][N:5]([C:8]2[CH:13]=[CH:12][C:11]([N+:14]([O-])=O)=[CH:10][CH:9]=2)[CH2:4][CH2:3]1. Product: [CH3:1][N:2]1[CH2:3][CH2:4][N:5]([C:8]2[CH:13]=[CH:12][C:11]([NH2:14])=[CH:10][CH:9]=2)[CH2:6][CH2:7]1. The catalyst class is: 886. (4) Reactant: [OH:1][C:2]1[CH:11]=[C:10]2[C:5]([CH:6]=[C:7]([NH:12][C:13]([CH:15]3[CH2:17][CH2:16]3)=[O:14])[N:8]=[CH:9]2)=[CH:4][CH:3]=1.Br[C:19]([CH3:26])([CH3:25])[C:20]([O:22][CH2:23][CH3:24])=[O:21].C(=O)([O-])[O-].[Cs+].[Cs+].O1CCOCC1. Product: [CH:15]1([C:13]([NH:12][C:7]2[N:8]=[CH:9][C:10]3[C:5]([CH:6]=2)=[CH:4][CH:3]=[C:2]([O:1][C:19]([CH3:26])([CH3:25])[C:20]([O:22][CH2:23][CH3:24])=[O:21])[CH:11]=3)=[O:14])[CH2:16][CH2:17]1. The catalyst class is: 13. (5) The catalyst class is: 38. Reactant: C[O:2][C:3](=[O:14])[CH2:4][NH:5][C:6]1[CH:7]=[N:8][C:9]([O:12][CH3:13])=[CH:10][CH:11]=1.[OH-].[Li+].Cl. Product: [CH3:13][O:12][C:9]1[N:8]=[CH:7][C:6]([NH:5][CH2:4][C:3]([OH:14])=[O:2])=[CH:11][CH:10]=1.